Task: Predict the reactants needed to synthesize the given product.. Dataset: Full USPTO retrosynthesis dataset with 1.9M reactions from patents (1976-2016) (1) Given the product [N:26]1([C:23]2[CH:24]=[CH:25][C:20]([C:17]3[CH:18]=[C:19]4[C:11]([C:9]5[CH:8]=[N:7][N:6]([CH2:5][C:4]6[CH:50]=[CH:51][CH:52]=[C:2]([F:1])[CH:3]=6)[CH:10]=5)=[CH:12][N:13]([S:40]([C:43]5[CH:44]=[CH:45][C:46]([CH3:47])=[CH:48][CH:49]=5)(=[O:42])=[O:41])[C:14]4=[N:15][CH:16]=3)=[CH:21][CH:22]=2)[CH2:32][CH2:31][CH2:30][NH:29][CH2:28][CH2:27]1, predict the reactants needed to synthesize it. The reactants are: [F:1][C:2]1[CH:3]=[C:4]([CH:50]=[CH:51][CH:52]=1)[CH2:5][N:6]1[CH:10]=[C:9]([C:11]2[C:19]3[C:14](=[N:15][CH:16]=[C:17]([C:20]4[CH:25]=[CH:24][C:23]([N:26]5[CH2:32][CH2:31][CH2:30][N:29](C(OC(C)(C)C)=O)[CH2:28][CH2:27]5)=[CH:22][CH:21]=4)[CH:18]=3)[N:13]([S:40]([C:43]3[CH:49]=[CH:48][C:46]([CH3:47])=[CH:45][CH:44]=3)(=[O:42])=[O:41])[CH:12]=2)[CH:8]=[N:7]1. (2) Given the product [Br:30][CH2:16][C:13]1[CH:14]=[CH:15][C:10]([C:8]2[C:7]([C:17]3[CH:22]=[CH:21][CH:20]=[CH:19][CH:18]=3)=[CH:6][C:3]([C:4]#[N:5])=[C:2]([Cl:1])[N:9]=2)=[CH:11][CH:12]=1, predict the reactants needed to synthesize it. The reactants are: [Cl:1][C:2]1[N:9]=[C:8]([C:10]2[CH:15]=[CH:14][C:13]([CH3:16])=[CH:12][CH:11]=2)[C:7]([C:17]2[CH:22]=[CH:21][CH:20]=[CH:19][CH:18]=2)=[CH:6][C:3]=1[C:4]#[N:5].C1C(=O)N([Br:30])C(=O)C1.C(OOC(=O)C1C=CC=CC=1)(=O)C1C=CC=CC=1. (3) Given the product [C:14]([S:1][CH2:2][CH2:3][O:4][CH2:5][CH2:6][O:7][CH2:8][CH2:9][O:10][CH2:11][CH2:12][OH:13])([C:15]1[CH:20]=[CH:19][CH:18]=[CH:17][CH:16]=1)([C:27]1[CH:28]=[CH:29][CH:30]=[CH:31][CH:32]=1)[C:21]1[CH:22]=[CH:23][CH:24]=[CH:25][CH:26]=1, predict the reactants needed to synthesize it. The reactants are: [SH:1][CH2:2][CH2:3][O:4][CH2:5][CH2:6][O:7][CH2:8][CH2:9][O:10][CH2:11][CH2:12][OH:13].[C:14](Cl)([C:27]1[CH:32]=[CH:31][CH:30]=[CH:29][CH:28]=1)([C:21]1[CH:26]=[CH:25][CH:24]=[CH:23][CH:22]=1)[C:15]1[CH:20]=[CH:19][CH:18]=[CH:17][CH:16]=1.C(N(CC)CC)C.C1COCC1. (4) Given the product [Cl:28][C:12]1[CH:13]=[C:14]2[C:9](=[CH:10][CH:11]=1)[N:8]=[C:7]([CH:29]([CH3:30])[CH3:31])[C:6]([C:4]([OH:5])=[O:3])=[C:15]2[CH2:16][C:17]1[CH:22]=[CH:21][CH:20]=[CH:19][C:18]=1[O:23][C:24]([F:26])([F:25])[F:27], predict the reactants needed to synthesize it. The reactants are: C([O:3][C:4]([C:6]1[C:7]([CH:29]([CH3:31])[CH3:30])=[N:8][C:9]2[C:14]([C:15]=1[CH2:16][C:17]1[CH:22]=[CH:21][CH:20]=[CH:19][C:18]=1[O:23][C:24]([F:27])([F:26])[F:25])=[CH:13][C:12]([Cl:28])=[CH:11][CH:10]=2)=[O:5])C.[I-].[Li+]. (5) Given the product [O:21]1[CH2:8][C:17]21[CH2:18][CH2:19][CH2:20][N:15]1[CH:14]=[N:13][CH:12]=[C:16]21, predict the reactants needed to synthesize it. The reactants are: [H-].[Na+].CS(C)=O.[I-].[CH3:8][S+](C)C.[CH:12]1[N:13]=[CH:14][N:15]2[CH2:20][CH2:19][CH2:18][C:17](=[O:21])[C:16]=12. (6) Given the product [CH3:15][C:13]1([CH3:16])[O:12][CH2:11][C:5]2=[C:6]([N:8]([CH3:10])[CH3:9])[NH:7][C:2](=[O:22])[C:3]([C:17]#[N:18])=[C:4]2[CH2:14]1, predict the reactants needed to synthesize it. The reactants are: S[C:2]1[N:7]=[C:6]([N:8]([CH3:10])[CH3:9])[C:5]2[CH2:11][O:12][C:13]([CH3:16])([CH3:15])[CH2:14][C:4]=2[C:3]=1[C:17]#[N:18].BrCC[OH:22].